Dataset: Reaction yield outcomes from USPTO patents with 853,638 reactions. Task: Predict the reaction yield, written as a fraction of the theoretical maximum amount of product (1.0 means a 100% yield; for example, 0.34 means a 34% yield). (1) The reactants are [Cl:1][C:2]1[N:7]=[C:6]([NH:8][C:9]2[CH:10]=[C:11]([CH2:15][CH2:16][C:17]3[CH:18]=[C:19]([NH:23]C(=O)OC(C)(C)C)[CH:20]=[N:21][CH:22]=3)[CH:12]=[CH:13][CH:14]=2)[C:5]([Cl:31])=[CH:4][N:3]=1.CO.[ClH:34]. The catalyst is O1CCOCC1. The product is [ClH:1].[ClH:34].[NH2:23][C:19]1[CH:18]=[C:17]([CH2:16][CH2:15][C:11]2[CH:10]=[C:9]([NH:8][C:6]3[C:5]([Cl:31])=[CH:4][N:3]=[C:2]([Cl:1])[N:7]=3)[CH:14]=[CH:13][CH:12]=2)[CH:22]=[N:21][CH:20]=1. The yield is 0.960. (2) The reactants are [C:1]1([CH2:7][CH2:8][CH2:9][N:10]2[CH2:15][CH2:14][NH:13][CH2:12][CH2:11]2)[CH:6]=[CH:5][CH:4]=[CH:3][CH:2]=1.[O:16]1[CH2:18][CH:17]1[CH2:19]OS(C1C=CC=C([N+]([O-])=O)C=1)(=O)=O. No catalyst specified. The product is [O:16]1[CH2:18][CH:17]1[CH2:19][N:13]1[CH2:12][CH2:11][N:10]([CH2:9][CH2:8][CH2:7][C:1]2[CH:6]=[CH:5][CH:4]=[CH:3][CH:2]=2)[CH2:15][CH2:14]1. The yield is 0.800. (3) The reactants are [Cl:1][C:2]1[N:10]=[C:9]2[C:5]([NH:6][CH:7]=[N:8]2)=[C:4]([Cl:11])[N:3]=1.[H-].[Na+].[CH3:14][Si:15]([CH2:18][CH2:19][O:20][CH2:21]Cl)([CH3:17])[CH3:16]. The catalyst is CN(C=O)C. The product is [Cl:1][C:2]1[N:10]=[C:9]2[C:5]([N:6]=[CH:7][N:8]2[CH2:21][O:20][CH2:19][CH2:18][Si:15]([CH3:17])([CH3:16])[CH3:14])=[C:4]([Cl:11])[N:3]=1. The yield is 0.570. (4) The reactants are [CH3:1][C@:2]12[C:9]([CH3:11])([CH3:10])[CH:6]([CH2:7][CH2:8]1)[C:5](=[O:12])[CH2:4][C:3]2=[O:13].C(N(CC)CC)C.[F:21][C:22]([F:33])([F:32])[C:23]1[CH:24]=[C:25]([N:29]=[C:30]=[O:31])[CH:26]=[CH:27][CH:28]=1.Cl. The catalyst is CN(C)C1C=CN=CC=1.ClCCl. The product is [F:21][C:22]([F:32])([F:33])[C:23]1[CH:24]=[C:25]([NH:29][C:30]([CH:4]2[C:5](=[O:12])[CH:6]3[C:9]([CH3:10])([CH3:11])[C@@:2]([CH3:1])([CH2:8][CH2:7]3)[C:3]2=[O:13])=[O:31])[CH:26]=[CH:27][CH:28]=1. The yield is 0.510. (5) The reactants are C(SC)(=O)[S:2][CH:3]([CH2:6][CH2:7][CH2:8][CH2:9][CH2:10][CH2:11][CH2:12][CH2:13][CH2:14][CH3:15])[CH:4]=[CH2:5].C(CN)O. The catalyst is C1COCC1. The product is [CH2:5]=[CH:4][CH:3]([SH:2])[CH2:6][CH2:7][CH2:8][CH2:9][CH2:10][CH2:11][CH2:12][CH2:13][CH2:14][CH3:15]. The yield is 0.930. (6) The reactants are [O:1]=[C:2]1[N:6]([C:7]([O:9][C:10]([CH3:13])([CH3:12])[CH3:11])=[O:8])[CH:5]([C:14]([O:16][CH2:17][CH3:18])=[O:15])[CH2:4][CH2:3]1.[CH3:19][Mg+].[Br-]. The catalyst is C1COCC1. The product is [C:10]([O:9][C:7]([NH:6][CH:5]([CH2:4][CH2:3][C:2](=[O:1])[CH3:19])[C:14]([O:16][CH2:17][CH3:18])=[O:15])=[O:8])([CH3:13])([CH3:12])[CH3:11]. The yield is 0.790.